Dataset: Full USPTO retrosynthesis dataset with 1.9M reactions from patents (1976-2016). Task: Predict the reactants needed to synthesize the given product. (1) Given the product [C:1]([N:8]1[CH2:13][CH2:12][N:11]2[CH2:14][C@@H:15]([CH2:18][O:19][C:24]3[CH:25]=[CH:26][C:21]([F:20])=[CH:22][CH:23]=3)[CH2:16][CH2:17][C@@H:10]2[CH2:9]1)([O:3][C:4]([CH3:7])([CH3:6])[CH3:5])=[O:2], predict the reactants needed to synthesize it. The reactants are: [C:1]([N:8]1[CH2:13][CH2:12][N:11]2[CH2:14][C@@H:15]([CH2:18][OH:19])[CH2:16][CH2:17][C@@H:10]2[CH2:9]1)([O:3][C:4]([CH3:7])([CH3:6])[CH3:5])=[O:2].[F:20][C:21]1[CH:26]=[CH:25][C:24](O)=[CH:23][CH:22]=1.C1(P(C2C=CC=CC=2)C2C=CC=CC=2)C=CC=CC=1.N(C(OCC)=O)=NC(OCC)=O.Cl. (2) Given the product [N:7]1([CH:13]2[CH2:18][CH2:17][N:16]([C:19]3[CH:24]=[CH:23][C:22]([NH2:25])=[CH:21][CH:20]=3)[CH2:15][CH2:14]2)[CH2:12][CH2:11][CH2:2][CH2:1][CH2:9][CH2:8]1, predict the reactants needed to synthesize it. The reactants are: [CH:1]1(N)CCC[CH2:2]1.[N:7]1([CH:13]2[CH2:18][CH2:17][N:16]([C:19]3[CH:24]=[CH:23][C:22]([NH2:25])=[CH:21][CH:20]=3)[CH2:15][CH2:14]2)[CH2:12][CH2:11]O[CH2:9][CH2:8]1. (3) Given the product [CH2:20]([N:6]([CH2:5][C:4]([NH:29][NH2:30])=[O:3])[S:7]([C:10]1[CH:15]=[CH:14][CH:13]=[CH:12][C:11]=1[C:16]([F:19])([F:18])[F:17])(=[O:9])=[O:8])[C:21]1[CH:26]=[CH:25][CH:24]=[CH:23][CH:22]=1, predict the reactants needed to synthesize it. The reactants are: C([O:3][C:4](=O)[CH2:5][N:6]([CH2:20][C:21]1[CH:26]=[CH:25][CH:24]=[CH:23][CH:22]=1)[S:7]([C:10]1[CH:15]=[CH:14][CH:13]=[CH:12][C:11]=1[C:16]([F:19])([F:18])[F:17])(=[O:9])=[O:8])C.O.[NH2:29][NH2:30]. (4) Given the product [N+:8]([C:3]1[CH:4]=[CH:5][CH:6]=[CH:7][C:2]=1[NH:11][C:12]1[CH:20]=[CH:19][CH:18]=[CH:17][C:13]=1[C:14]([OH:16])=[O:15])([O-:10])=[O:9], predict the reactants needed to synthesize it. The reactants are: F[C:2]1[CH:7]=[CH:6][CH:5]=[CH:4][C:3]=1[N+:8]([O-:10])=[O:9].[NH2:11][C:12]1[CH:20]=[CH:19][CH:18]=[CH:17][C:13]=1[C:14]([OH:16])=[O:15].C([O-])([O-])=O.[Na+].[Na+].O. (5) The reactants are: [CH2:1]([O:8][C:9]([NH:11][C@H:12]1[CH2:16][CH2:15][N:14]([C@H:17]2[CH2:26][CH2:25][C:20]3(OCC[O:21]3)[CH2:19][C@H:18]2[C:27]([O:29][CH2:30][CH3:31])=[O:28])[C:13]1=[O:32])=[O:10])[C:2]1[CH:7]=[CH:6][CH:5]=[CH:4][CH:3]=1.Cl. Given the product [CH2:1]([O:8][C:9]([NH:11][C@H:12]1[CH2:16][CH2:15][N:14]([C@H:17]2[CH2:26][CH2:25][C:20](=[O:21])[CH2:19][C@H:18]2[C:27]([O:29][CH2:30][CH3:31])=[O:28])[C:13]1=[O:32])=[O:10])[C:2]1[CH:7]=[CH:6][CH:5]=[CH:4][CH:3]=1, predict the reactants needed to synthesize it. (6) Given the product [S:1]1[CH:5]=[CH:4][CH:3]=[C:2]1[CH2:6][NH:7][C:8]([C:10]1[N:11]=[C:12]2[C:17]([C:18]([F:21])([F:19])[F:20])=[CH:16][C:15]([C:22]#[CH:23])=[CH:14][N:13]2[C:28]=1[Cl:29])=[O:9], predict the reactants needed to synthesize it. The reactants are: [S:1]1[CH:5]=[CH:4][CH:3]=[C:2]1[CH2:6][NH:7][C:8]([C:10]1[N:11]=[C:12]2[C:17]([C:18]([F:21])([F:20])[F:19])=[CH:16][C:15]([C:22]#[C:23][Si](C)(C)C)=[CH:14][N:13]2[C:28]=1[Cl:29])=[O:9].S1C=CC=C1CNC(C1N=C2C(C(F)(F)F)=CC(C#CC3C=CC=CC=3)=CN2C=1Cl)=O.CCN(CC)CC. (7) Given the product [F:1][C:2]([F:7])([F:6])[C:3]([O:5][C:3](=[O:4])[C:2]([F:7])([F:6])[F:1])=[O:4], predict the reactants needed to synthesize it. The reactants are: [F:1][C:2]([F:7])([F:6])[C:3]([OH:5])=[O:4]. (8) Given the product [CH2:20]([O:1][C:2]1[CH:3]=[C:4]2[C:8](=[CH:9][C:10]=1[O:11][CH3:12])[C:7](=[O:13])[CH2:6][CH2:5]2)[C:21]1[CH:26]=[CH:25][CH:24]=[CH:23][CH:22]=1, predict the reactants needed to synthesize it. The reactants are: [OH:1][C:2]1[CH:3]=[C:4]2[C:8](=[CH:9][C:10]=1[O:11][CH3:12])[C:7](=[O:13])[CH2:6][CH2:5]2.C([O-])([O-])=O.[K+].[K+].[CH2:20](Br)[C:21]1[CH:26]=[CH:25][CH:24]=[CH:23][CH:22]=1. (9) Given the product [C:1]12([CH2:11][O:12][C:13]([NH:15][C@@H:16]([CH2:24][NH2:25])[C:17]([O:19][C:20]([CH3:21])([CH3:22])[CH3:23])=[O:18])=[O:14])[CH2:10][CH:5]3[CH2:4][CH:3]([CH2:9][CH:7]([CH2:6]3)[CH2:8]1)[CH2:2]2, predict the reactants needed to synthesize it. The reactants are: [C:1]12([CH2:11][O:12][C:13]([NH:15][C@@H:16]([CH2:24][NH:25]C(OC(C)(C)C)=O)[C:17]([O:19][C:20]([CH3:23])([CH3:22])[CH3:21])=[O:18])=[O:14])[CH2:10][CH:5]3[CH2:6][CH:7]([CH2:9][CH:3]([CH2:4]3)[CH2:2]1)[CH2:8]2.C([O-])(O)=O.[Na+].